This data is from Forward reaction prediction with 1.9M reactions from USPTO patents (1976-2016). The task is: Predict the product of the given reaction. (1) Given the reactants [CH2:1]([N:3]([CH2:28][CH3:29])[C:4](=[O:27])[C:5]1[CH:10]=[CH:9][C:8]([C@@H:11]([C:18]2[CH:23]=[CH:22][CH:21]=[C:20]([N+:24]([O-])=O)[CH:19]=2)[N:12]2[CH2:17][CH2:16][NH:15][CH2:14][CH2:13]2)=[CH:7][CH:6]=1)[CH3:2].[C:30](O[C:30]([O:32][C:33]([CH3:36])([CH3:35])[CH3:34])=[O:31])([O:32][C:33]([CH3:36])([CH3:35])[CH3:34])=[O:31].C(=O)([O-])[O-].[Na+].[Na+], predict the reaction product. The product is: [NH2:24][C:20]1[CH:19]=[C:18]([CH:11]([C:8]2[CH:9]=[CH:10][C:5]([C:4]([N:3]([CH2:28][CH3:29])[CH2:1][CH3:2])=[O:27])=[CH:6][CH:7]=2)[N:12]2[CH2:17][CH2:16][N:15]([C:30]([O:32][C:33]([CH3:36])([CH3:35])[CH3:34])=[O:31])[CH2:14][CH2:13]2)[CH:23]=[CH:22][CH:21]=1. (2) Given the reactants [CH2:1]([O:8][C:9]1[CH:16]=[CH:15][C:12]([C:13]#[N:14])=[C:11]([O:17][CH3:18])[CH:10]=1)[C:2]1[CH:7]=[CH:6][CH:5]=[CH:4][CH:3]=1.[N-:19]=[N+:20]=[N-:21].[Na+].Cl.C(N(CC)CC)C.O, predict the reaction product. The product is: [CH2:1]([O:8][C:9]1[CH:16]=[CH:15][C:12]([C:13]2[N:19]=[N:20][NH:21][N:14]=2)=[C:11]([O:17][CH3:18])[CH:10]=1)[C:2]1[CH:3]=[CH:4][CH:5]=[CH:6][CH:7]=1. (3) Given the reactants [Br-].[CH3:2][O:3][C:4](=[O:25])[CH2:5][P+:6]([C:19]1[CH:24]=[CH:23][CH:22]=[CH:21][CH:20]=1)([C:13]1[CH:18]=[CH:17][CH:16]=[CH:15][CH:14]=1)[C:7]1[CH:12]=[CH:11][CH:10]=[CH:9][CH:8]=1.[OH-].[Na+], predict the reaction product. The product is: [C:13]1([P:6]([C:19]2[CH:24]=[CH:23][CH:22]=[CH:21][CH:20]=2)([C:7]2[CH:8]=[CH:9][CH:10]=[CH:11][CH:12]=2)=[CH:5][C:4]([O:3][CH3:2])=[O:25])[CH:14]=[CH:15][CH:16]=[CH:17][CH:18]=1.